This data is from Catalyst prediction with 721,799 reactions and 888 catalyst types from USPTO. The task is: Predict which catalyst facilitates the given reaction. (1) Reactant: [F:1][C:2]1[CH:26]=[CH:25][C:5]([CH2:6][N:7]2[C:11]3=[CH:12][N:13]=[C:14]([C:21]([O:23]C)=O)[C:15](/[CH:16]=[CH:17]\[CH2:18][NH:19][OH:20])=[C:10]3[CH:9]=[CH:8]2)=[CH:4][CH:3]=1. Product: [F:1][C:2]1[CH:26]=[CH:25][C:5]([CH2:6][N:7]2[C:11]3=[CH:12][N:13]=[C:14]4[C:15]([CH:16]=[CH:17][CH2:18][N:19]([OH:20])[C:21]4=[O:23])=[C:10]3[CH:9]=[CH:8]2)=[CH:4][CH:3]=1. The catalyst class is: 5. (2) Reactant: [Li+].C[Si]([N-][Si](C)(C)C)(C)C.[CH2:11]([O:13][CH:14]([O:16][CH:17]1[CH2:29][CH2:28][C:27]([O:31][CH:32]([O:34][CH2:35][CH3:36])[CH3:33])([CH3:30])[CH:26]([OH:37])[CH:25]=[CH:24][CH:23]([CH3:38])[CH:22](/[C:39](/[CH3:60])=[CH:40]/[CH:41]=[CH:42]/[CH:43]([CH3:59])[CH2:44][CH:45]2[O:58][CH:46]2[CH:47]([CH3:57])[CH:48]([O:51][CH:52]([O:54][CH2:55][CH3:56])[CH3:53])[CH2:49][CH3:50])[O:21][C:19](=[O:20])[CH2:18]1)[CH3:15])[CH3:12].[C:61](Cl)(=[O:68])[C:62]1[CH:67]=[CH:66][CH:65]=[CH:64][CH:63]=1.C(OCC)(=O)C. Product: [C:61]([O:37][CH:26]1[C:27]([O:31][CH:32]([O:34][CH2:35][CH3:36])[CH3:33])([CH3:30])[CH2:28][CH2:29][CH:17]([O:16][CH:14]([O:13][CH2:11][CH3:12])[CH3:15])[CH2:18][C:19]([O:21][CH:22](/[C:39](/[CH3:60])=[CH:40]/[CH:41]=[CH:42]/[CH:43]([CH3:59])[CH2:44][CH:45]2[O:58][CH:46]2[CH:47]([CH3:57])[CH:48]([O:51][CH:52]([O:54][CH2:55][CH3:56])[CH3:53])[CH2:49][CH3:50])[CH:23]([CH3:38])[CH:24]=[CH:25]1)=[O:20])(=[O:68])[C:62]1[CH:67]=[CH:66][CH:65]=[CH:64][CH:63]=1. The catalyst class is: 30. (3) Reactant: [F:1][C:2]1[CH:7]=[CH:6][CH:5]=[CH:4][C:3]=1[CH:8]1[C:17]2[C:12](=[CH:13][C:14]([O:18][CH2:19][CH2:20][CH2:21][N:22]3[CH2:27][CH2:26][CH2:25][CH2:24][CH2:23]3)=[N:15][CH:16]=2)[CH2:11][NH:10][CH2:9]1.[CH2:28]=O.[BH4-].[Na+]. Product: [F:1][C:2]1[CH:7]=[CH:6][CH:5]=[CH:4][C:3]=1[CH:8]1[C:17]2[C:12](=[CH:13][C:14]([O:18][CH2:19][CH2:20][CH2:21][N:22]3[CH2:23][CH2:24][CH2:25][CH2:26][CH2:27]3)=[N:15][CH:16]=2)[CH2:11][N:10]([CH3:28])[CH2:9]1. The catalyst class is: 5. (4) Reactant: [Cl:1][C:2]1[CH:26]=[CH:25][C:5]2[N:6]3[CH:24]=[CH:23][CH:22]=[C:7]3[C:8]3([CH2:14][CH2:13][N:12]([C:15]([O:17][C:18]([CH3:21])([CH3:20])[CH3:19])=[O:16])[CH2:11][CH2:10]3)[O:9][C:4]=2[CH:3]=1.C(=O)([O-])[O-].[K+].[K+].[F:33][C:34]([F:49])([F:48])[S+]1C2C=CC=CC=2C2C=CC=CC1=2.[F:33][C:34]([F:49])([F:48])S([O-])(=O)=O. Product: [Cl:1][C:2]1[CH:26]=[CH:25][C:5]2[N:6]3[C:24]([C:34]([F:49])([F:48])[F:33])=[CH:23][CH:22]=[C:7]3[C:8]3([CH2:14][CH2:13][N:12]([C:15]([O:17][C:18]([CH3:20])([CH3:21])[CH3:19])=[O:16])[CH2:11][CH2:10]3)[O:9][C:4]=2[CH:3]=1. The catalyst class is: 9.